Dataset: NCI-60 drug combinations with 297,098 pairs across 59 cell lines. Task: Regression. Given two drug SMILES strings and cell line genomic features, predict the synergy score measuring deviation from expected non-interaction effect. (1) Drug 1: CCCS(=O)(=O)NC1=C(C(=C(C=C1)F)C(=O)C2=CNC3=C2C=C(C=N3)C4=CC=C(C=C4)Cl)F. Drug 2: CCN(CC)CCNC(=O)C1=C(NC(=C1C)C=C2C3=C(C=CC(=C3)F)NC2=O)C. Cell line: HL-60(TB). Synergy scores: CSS=-5.53, Synergy_ZIP=10.1, Synergy_Bliss=12.2, Synergy_Loewe=-1.29, Synergy_HSA=-0.666. (2) Drug 1: CC(C1=C(C=CC(=C1Cl)F)Cl)OC2=C(N=CC(=C2)C3=CN(N=C3)C4CCNCC4)N. Drug 2: C1CC(=O)NC(=O)C1N2C(=O)C3=CC=CC=C3C2=O. Cell line: DU-145. Synergy scores: CSS=8.81, Synergy_ZIP=2.98, Synergy_Bliss=10.4, Synergy_Loewe=5.27, Synergy_HSA=7.91. (3) Drug 1: COC1=C(C=C2C(=C1)N=CN=C2NC3=CC(=C(C=C3)F)Cl)OCCCN4CCOCC4. Drug 2: C1=CC(=C2C(=C1NCCNCCO)C(=O)C3=C(C=CC(=C3C2=O)O)O)NCCNCCO. Cell line: HCT116. Synergy scores: CSS=72.6, Synergy_ZIP=14.3, Synergy_Bliss=14.3, Synergy_Loewe=-3.50, Synergy_HSA=17.8. (4) Drug 1: CCC1(CC2CC(C3=C(CCN(C2)C1)C4=CC=CC=C4N3)(C5=C(C=C6C(=C5)C78CCN9C7C(C=CC9)(C(C(C8N6C=O)(C(=O)OC)O)OC(=O)C)CC)OC)C(=O)OC)O.OS(=O)(=O)O. Drug 2: CN1C(=O)N2C=NC(=C2N=N1)C(=O)N. Cell line: RPMI-8226. Synergy scores: CSS=29.2, Synergy_ZIP=1.06, Synergy_Bliss=4.95, Synergy_Loewe=-50.1, Synergy_HSA=3.38. (5) Drug 1: CCCCC(=O)OCC(=O)C1(CC(C2=C(C1)C(=C3C(=C2O)C(=O)C4=C(C3=O)C=CC=C4OC)O)OC5CC(C(C(O5)C)O)NC(=O)C(F)(F)F)O. Drug 2: CC(C)NC(=O)C1=CC=C(C=C1)CNNC.Cl. Cell line: M14. Synergy scores: CSS=69.4, Synergy_ZIP=6.40, Synergy_Bliss=6.99, Synergy_Loewe=-7.66, Synergy_HSA=6.40. (6) Drug 1: CN1C2=C(C=C(C=C2)N(CCCl)CCCl)N=C1CCCC(=O)O.Cl. Drug 2: C1C(C(OC1N2C=NC3=C2NC=NCC3O)CO)O. Cell line: M14. Synergy scores: CSS=2.66, Synergy_ZIP=1.31, Synergy_Bliss=2.54, Synergy_Loewe=3.93, Synergy_HSA=2.59. (7) Drug 1: C1=NC2=C(N=C(N=C2N1C3C(C(C(O3)CO)O)O)F)N. Drug 2: CN1C2=C(C=C(C=C2)N(CCCl)CCCl)N=C1CCCC(=O)O.Cl. Cell line: NCIH23. Synergy scores: CSS=15.8, Synergy_ZIP=-2.42, Synergy_Bliss=2.19, Synergy_Loewe=-10.2, Synergy_HSA=-2.08.